Dataset: Experimentally validated miRNA-target interactions with 360,000+ pairs, plus equal number of negative samples. Task: Binary Classification. Given a miRNA mature sequence and a target amino acid sequence, predict their likelihood of interaction. (1) Result: 1 (interaction). The miRNA is mmu-miR-488-3p with sequence UUGAAAGGCUGUUUCUUGGUC. The protein sequence of the target gene is MDTEREALQCTAYPEVQSFCQRHGLAFEVVDLRWGIPNTQATDYLTTELCLEELERCQKTSIGPAFVALLGDQYGPCPVPRRIEEKEWEALRAQLTSRPRDLELVTRHFQRDDNTIPPTYVLQPSGSLVVPGPEEATLTSVLRGGAQEAWRLGLISQEQWMCYHRSVIEWEIELGLLSSARGDQGATVFLRDVQDLNKHILDDCSLKMVDRLVDGCLDTNAQSLLSGLKGRILDAQPGALKSHHLSWSRDLVNPKNKAHARYLKQLSEQFVARTNHQVLEQLRELELARQELGWLYQEIR.... (2) Result: 1 (interaction). The miRNA is hsa-miR-3171 with sequence AGAUGUAUGGAAUCUGUAUAUAUC. The protein sequence of the target gene is MASKRKSTTPCMIPVKTVVLQDASMEAQPAETLPEGPQQDLPPEASAASSEAAQNPSSTDGSTLANGHRSTLDGYLYSCKYCDFRSHDMTQFVGHMNSEHTDFNKDPTFVCSGCSFLAKTPEGLSLHNATCHSGEASFVWNVAKPDNHVVVEQSIPESTSTPDLAGEPSAEGADGQAEIIITKTPIMKIMKGKAEAKKIHTLKENVPSQPVGEALPKLSTGEMEVREGDHSFINGAVPVSQASASSAKNPHAANGPLIGTVPVLPAGIAQFLSLQQQPPVHAQHHVHQPLPTAKALPKVM.... (3) The miRNA is hsa-miR-4299 with sequence GCUGGUGACAUGAGAGGC. The protein sequence of the target gene is MASPPRHGPPGPASGDGPNLNNNNNNNNHSVRKCGYLRKQKHGHKRFFVLRGPGAGGDEATAGGGSAPQPPRLEYYESEKKWRSKAGAPKRVIALDCCLNINKRADAKHKYLIALYTKDEYFAVAAENEQEQEGWYRALTDLVSEGRAAAGDAPPAAAPAASCSASLPGALGGSAGAAGAEDSYGLVAPATAAYREVWQVNLKPKGLGQSKNLTGVYRLCLSARTIGFVKLNCEQPSVTLQLMNIRRCGHSDSFFFIEVGRSAVTGPGELWMQADDSVVAQNIHETILEAMKALKELFEF.... Result: 1 (interaction).